Predict which catalyst facilitates the given reaction. From a dataset of Catalyst prediction with 721,799 reactions and 888 catalyst types from USPTO. (1) Reactant: FC(F)(F)C(O)=O.[BH4-].[Na+].[Cl:10][C:11]1[CH:16]=[CH:15][C:14]([C:17]2[S:18][CH:19]=[C:20]([CH2:22][C:23]#[N:24])[N:21]=2)=[CH:13][CH:12]=1.O. Product: [Cl:10][C:11]1[CH:12]=[CH:13][C:14]([C:17]2[S:18][CH:19]=[C:20]([CH2:22][CH2:23][NH2:24])[N:21]=2)=[CH:15][CH:16]=1. The catalyst class is: 7. (2) Reactant: [NH2:1][C:2]1[S:3][CH:4]=[CH:5][C:6]=1[C:7]([O:9]CC)=O.[C:12](#[N:14])[CH3:13].Cl. Product: [CH3:13][C:12]1[NH:14][C:7](=[O:9])[C:6]2[CH:5]=[CH:4][S:3][C:2]=2[N:1]=1. The catalyst class is: 12.